Task: Binary Classification. Given a drug SMILES string, predict its activity (active/inactive) in a high-throughput screening assay against a specified biological target.. Dataset: M1 muscarinic receptor agonist screen with 61,833 compounds The compound is Fc1c(cc(c2[n+](=O)c(c(n([O-])c2C)C)C)cc1)C. The result is 0 (inactive).